This data is from Full USPTO retrosynthesis dataset with 1.9M reactions from patents (1976-2016). The task is: Predict the reactants needed to synthesize the given product. (1) Given the product [Cl:1][C:2]1[CH:28]=[CH:27][CH:26]=[C:25]([Cl:29])[C:3]=1[C:4]([NH:6][C@H:7]([C:21]([OH:23])=[O:22])[CH2:8][C:9]1[CH:14]=[CH:13][C:12]([C:15]2[CH2:16][CH2:17][N:18]([C:45](=[O:46])[CH2:44][CH2:43][C:37]3[CH:42]=[CH:41][CH:40]=[CH:39][CH:38]=3)[CH2:19][CH:20]=2)=[CH:11][CH:10]=1)=[O:5], predict the reactants needed to synthesize it. The reactants are: [Cl:1][C:2]1[CH:28]=[CH:27][CH:26]=[C:25]([Cl:29])[C:3]=1[C:4]([NH:6][C@H:7]([C:21]([O:23]C)=[O:22])[CH2:8][C:9]1[CH:14]=[CH:13][C:12]([C:15]2[CH2:16][CH2:17][NH:18][CH2:19][CH:20]=2)=[CH:11][CH:10]=1)=[O:5].C(N(CC)CC)C.[C:37]1([CH2:43][CH2:44][C:45](O)=[O:46])[CH:42]=[CH:41][CH:40]=[CH:39][CH:38]=1.CN(C(ON1N=NC2C=CC=NC1=2)=[N+](C)C)C.F[P-](F)(F)(F)(F)F. (2) Given the product [F:41][CH2:40][C@@:27]1([C:30]([O:32][CH2:33][C:34]2[CH:35]=[CH:36][CH:37]=[CH:38][CH:39]=2)=[O:31])[CH2:28][CH2:29][C:24]([C:11]2[C:12]([CH3:22])([CH3:23])[C@H:13]3[C@:8]([CH3:42])([CH2:9][CH:10]=2)[C@@H:7]2[C@:16]([CH3:21])([C@@:17]4([CH3:20])[C@H:4]([CH2:5][CH2:6]2)[C@H:3]2[C@H:43]([C:46]([CH3:48])=[CH2:47])[CH2:44][CH2:45][C@:2]2([NH:1][CH2:53][CH2:52][CH2:51][C:50]([OH:54])([CH3:56])[CH3:49])[CH2:19][CH2:18]4)[CH2:15][CH2:14]3)=[CH:25][CH2:26]1, predict the reactants needed to synthesize it. The reactants are: [NH2:1][C@:2]12[CH2:45][CH2:44][C@@H:43]([C:46]([CH3:48])=[CH2:47])[C@@H:3]1[C@@H:4]1[C@@:17]([CH3:20])([CH2:18][CH2:19]2)[C@@:16]2([CH3:21])[C@@H:7]([C@:8]3([CH3:42])[C@@H:13]([CH2:14][CH2:15]2)[C:12]([CH3:23])([CH3:22])[C:11]([C:24]2[CH2:29][CH2:28][C@@:27]([CH2:40][F:41])([C:30]([O:32][CH2:33][C:34]4[CH:39]=[CH:38][CH:37]=[CH:36][CH:35]=4)=[O:31])[CH2:26][CH:25]=2)=[CH:10][CH2:9]3)[CH2:6][CH2:5]1.[CH3:49][C:50]1([CH3:56])[O:54][CH:53](O)[CH2:52][CH2:51]1.C(O[BH-](OC(=O)C)OC(=O)C)(=O)C.[Na+].